From a dataset of NCI-60 drug combinations with 297,098 pairs across 59 cell lines. Regression. Given two drug SMILES strings and cell line genomic features, predict the synergy score measuring deviation from expected non-interaction effect. (1) Drug 1: CCC(=C(C1=CC=CC=C1)C2=CC=C(C=C2)OCCN(C)C)C3=CC=CC=C3.C(C(=O)O)C(CC(=O)O)(C(=O)O)O. Drug 2: C1C(C(OC1N2C=NC3=C2NC=NCC3O)CO)O. Cell line: OVCAR-4. Synergy scores: CSS=-0.0705, Synergy_ZIP=-0.664, Synergy_Bliss=-1.49, Synergy_Loewe=-3.20, Synergy_HSA=-2.91. (2) Drug 1: C1CN1P(=S)(N2CC2)N3CC3. Drug 2: C(CC(=O)O)C(=O)CN.Cl. Cell line: NCI-H226. Synergy scores: CSS=-4.69, Synergy_ZIP=2.73, Synergy_Bliss=2.10, Synergy_Loewe=-5.07, Synergy_HSA=-5.05. (3) Drug 1: C1CN1C2=NC(=NC(=N2)N3CC3)N4CC4. Drug 2: C(CN)CNCCSP(=O)(O)O. Cell line: HS 578T. Synergy scores: CSS=16.8, Synergy_ZIP=-2.81, Synergy_Bliss=3.41, Synergy_Loewe=-5.54, Synergy_HSA=3.38.